Dataset: Full USPTO retrosynthesis dataset with 1.9M reactions from patents (1976-2016). Task: Predict the reactants needed to synthesize the given product. (1) Given the product [C:4]([C:3]1[CH:6]=[C:7]([CH:10]2[C:14]([C:15]#[N:16])=[C:13]([CH3:17])[NH:12][C:2]([CH3:9])=[C:3]2[C:4]#[N:5])[CH:8]=[CH:9][C:2]=1[F:1])#[N:5], predict the reactants needed to synthesize it. The reactants are: [F:1][C:2]1[CH:9]=[CH:8][C:7]([CH:10]=O)=[CH:6][C:3]=1[C:4]#[N:5].[NH2:12]/[C:13](/[CH3:17])=[CH:14]\[C:15]#[N:16]. (2) Given the product [F:1][C:2]1[CH:14]=[C:13]2[C:5]([C:6]3[CH2:7][CH2:8][NH:9][CH2:10][C:11]=3[NH:12]2)=[CH:4][CH:3]=1, predict the reactants needed to synthesize it. The reactants are: [F:1][C:2]1[CH:14]=[C:13]2[C:5]([C:6]3[CH2:7][CH2:8][NH:9][CH:10](C(O)=O)[C:11]=3[NH:12]2)=[CH:4][CH:3]=1.C([O-])([O-])=O.[K+].[K+].O. (3) Given the product [NH2:1][C:5]1[NH:4][C:12](=[O:13])[C:11]2[C:10](=[C:18]([Br:19])[CH:17]=[C:16]([O:20][C:21]([F:24])([F:23])[F:22])[CH:15]=2)[N:9]=1, predict the reactants needed to synthesize it. The reactants are: [N:1]1(C(=N)N)[CH:5]=[N:4]C=N1.[NH2:9][C:10]1[C:18]([Br:19])=[CH:17][C:16]([O:20][C:21]([F:24])([F:23])[F:22])=[CH:15][C:11]=1[C:12](O)=[O:13].CCN(C(C)C)C(C)C.O.